This data is from Full USPTO retrosynthesis dataset with 1.9M reactions from patents (1976-2016). The task is: Predict the reactants needed to synthesize the given product. The reactants are: Cl[C:2]1[N:7]=[C:6]([C:8]#[N:9])[C:5]([N+:10]([O-:12])=[O:11])=[CH:4][CH:3]=1.[Cl:13][C:14]1[CH:15]=[C:16]([SH:21])[CH:17]=[C:18]([Cl:20])[CH:19]=1.C([O-])([O-])=O.[K+].[K+].C(OCC)(=O)C. Given the product [Cl:13][C:14]1[CH:15]=[C:16]([S:21][C:2]2[N:7]=[C:6]([C:8]#[N:9])[C:5]([N+:10]([O-:12])=[O:11])=[CH:4][CH:3]=2)[CH:17]=[C:18]([Cl:20])[CH:19]=1, predict the reactants needed to synthesize it.